From a dataset of Peptide-MHC class I binding affinity with 185,985 pairs from IEDB/IMGT. Regression. Given a peptide amino acid sequence and an MHC pseudo amino acid sequence, predict their binding affinity value. This is MHC class I binding data. The peptide sequence is QLAKRSEIL. The MHC is HLA-A80:01 with pseudo-sequence HLA-A80:01. The binding affinity (normalized) is 0.0847.